Regression. Given two drug SMILES strings and cell line genomic features, predict the synergy score measuring deviation from expected non-interaction effect. From a dataset of NCI-60 drug combinations with 297,098 pairs across 59 cell lines. (1) Drug 1: COC1=C(C=C2C(=C1)N=CN=C2NC3=CC(=C(C=C3)F)Cl)OCCCN4CCOCC4. Drug 2: C1=CC(=CC=C1CC(C(=O)O)N)N(CCCl)CCCl.Cl. Cell line: RXF 393. Synergy scores: CSS=29.1, Synergy_ZIP=6.32, Synergy_Bliss=8.29, Synergy_Loewe=3.28, Synergy_HSA=9.37. (2) Drug 1: C1CN1P(=S)(N2CC2)N3CC3. Drug 2: C1CN1C2=NC(=NC(=N2)N3CC3)N4CC4. Cell line: ACHN. Synergy scores: CSS=61.9, Synergy_ZIP=-0.202, Synergy_Bliss=0.358, Synergy_Loewe=-12.3, Synergy_HSA=1.49. (3) Drug 1: CN(C)C1=NC(=NC(=N1)N(C)C)N(C)C. Drug 2: C1C(C(OC1N2C=NC(=NC2=O)N)CO)O. Cell line: HT29. Synergy scores: CSS=18.2, Synergy_ZIP=4.65, Synergy_Bliss=5.85, Synergy_Loewe=-10.6, Synergy_HSA=0.495. (4) Synergy scores: CSS=7.44, Synergy_ZIP=-2.55, Synergy_Bliss=-2.03, Synergy_Loewe=-8.29, Synergy_HSA=-3.51. Cell line: MDA-MB-231. Drug 1: C1CN1P(=S)(N2CC2)N3CC3. Drug 2: C1CC(=O)NC(=O)C1N2C(=O)C3=CC=CC=C3C2=O.